Dataset: Full USPTO retrosynthesis dataset with 1.9M reactions from patents (1976-2016). Task: Predict the reactants needed to synthesize the given product. (1) Given the product [Br:1][C:2]1[CH:3]=[CH:4][C:5]([C:8]2[CH2:14][CH:13]([C:12]([O:16][C:17]([CH3:20])([CH3:19])[CH3:18])=[O:15])[O:10][N:9]=2)=[N:6][CH:7]=1, predict the reactants needed to synthesize it. The reactants are: [Br:1][C:2]1[CH:3]=[CH:4][C:5]([C:8](Cl)=[N:9][OH:10])=[N:6][CH:7]=1.[C:12]([O:16][C:17]([CH3:20])([CH3:19])[CH3:18])(=[O:15])[CH:13]=[CH2:14].C(N(CC)CC)C. (2) Given the product [CH2:19]([N:10]([CH2:9][C:7]1[O:6][N:5]=[C:4]([CH3:3])[CH:8]=1)[C:11](=[O:17])[O:12][C:13]([CH3:14])([CH3:16])[CH3:15])[CH3:20], predict the reactants needed to synthesize it. The reactants are: [H-].[Na+].[CH3:3][C:4]1[CH:8]=[C:7]([CH2:9][NH:10][C:11](=[O:17])[O:12][C:13]([CH3:16])([CH3:15])[CH3:14])[O:6][N:5]=1.I[CH2:19][CH3:20]. (3) The reactants are: [F:1][CH:2]([C:22]1[CH:27]=[CH:26][CH:25]=[CH:24][CH:23]=1)[CH2:3][O:4][C@H:5]1[CH2:10][CH2:9][C@H:8]([N:11]2C(=O)C3C(=CC=CC=3)C2=O)[CH2:7][CH2:6]1.O.NN.Cl. Given the product [F:1][CH:2]([C:22]1[CH:23]=[CH:24][CH:25]=[CH:26][CH:27]=1)[CH2:3][O:4][C@H:5]1[CH2:6][CH2:7][C@H:8]([NH2:11])[CH2:9][CH2:10]1, predict the reactants needed to synthesize it. (4) Given the product [NH:30]1[C:31]2[C:27](=[CH:26][CH:25]=[CH:33][CH:32]=2)[C:28]([I:1])=[CH:29]1, predict the reactants needed to synthesize it. The reactants are: [I-:1].[I-].C1([PH+](C2C=CC=CC=2)C2C=CC=CC=2)C=CC=CC=1.[OH-].[K+].F[C:25]1[CH:26]=[C:27]2[C:31](=[CH:32][CH:33]=1)[NH:30][CH:29]=[CH:28]2.II.OS([O-])=O.[Na+].[NH4+].[OH-]. (5) Given the product [CH:1]1([N:7]2[CH2:8][CH2:9][N:10]([CH2:13][CH2:14][CH2:15][NH2:16])[CH2:11][CH2:12]2)[CH2:2][CH2:3][CH2:4][CH2:5][CH2:6]1, predict the reactants needed to synthesize it. The reactants are: [CH:1]1([N:7]2[CH2:12][CH2:11][N:10]([CH2:13][CH2:14][CH2:15][N:16]3C(=O)C4C(=CC=CC=4)C3=O)[CH2:9][CH2:8]2)[CH2:6][CH2:5][CH2:4][CH2:3][CH2:2]1.O.NN. (6) Given the product [Cl:1][C:2]1[N:3]=[C:4]([N:26]2[CH2:27][CH2:28][O:29][CH2:30][CH2:31]2)[C:5]2[N:11]=[C:10]([CH2:12][CH:13]3[CH2:18][CH2:17][NH:16][CH2:15][CH2:14]3)[CH:9]=[CH:8][C:6]=2[N:7]=1, predict the reactants needed to synthesize it. The reactants are: [Cl:1][C:2]1[N:3]=[C:4]([N:26]2[CH2:31][CH2:30][O:29][CH2:28][CH2:27]2)[C:5]2[N:11]=[C:10]([CH2:12][CH:13]3[CH2:18][CH2:17][N:16](C(OC(C)(C)C)=O)[CH2:15][CH2:14]3)[CH:9]=[CH:8][C:6]=2[N:7]=1.Cl. (7) Given the product [N:11]1[N:12]([C:2]2[CH:10]=[CH:9][CH:8]=[CH:7][C:3]=2[C:4]([OH:6])=[O:5])[N:13]=[CH:14][CH:15]=1, predict the reactants needed to synthesize it. The reactants are: I[C:2]1[CH:10]=[CH:9][CH:8]=[CH:7][C:3]=1[C:4]([OH:6])=[O:5].[NH:11]1[CH:15]=[CH:14][N:13]=[N:12]1.CN[C@@H]1CCCC[C@H]1NC. (8) Given the product [NH2:8][C:6]1[CH:7]=[CH:1][N:11]([C:13]2[NH:14][C:15]3[CH:21]=[CH:20][CH:19]=[CH:18][C:16]=3[N:17]=2)[N:12]=1, predict the reactants needed to synthesize it. The reactants are: [CH:1](OCC)=O.[C:6](#[N:8])[CH3:7].[H-].[Na+].[NH:11]([C:13]1[NH:17][C:16]2[CH:18]=[CH:19][CH:20]=[CH:21][C:15]=2[N:14]=1)[NH2:12].[OH-].[Na+]. (9) Given the product [ClH:8].[NH2:23][C@@H:19]1[CH2:20][CH2:21][CH2:22][N:17]([C:16]2[C:12]([CH2:11][C:10]3[CH:46]=[CH:47][CH:48]=[CH:49][C:9]=3[Cl:8])=[C:13]3[C:34](=[O:35])[NH:36][CH:37]=[C:38]([C:39]4[CH:40]=[CH:41][CH:42]=[CH:43][CH:44]=4)[N:14]3[N:15]=2)[CH2:18]1, predict the reactants needed to synthesize it. The reactants are: Cl.O1CCOCC1.[Cl:8][C:9]1[CH:49]=[CH:48][CH:47]=[CH:46][C:10]=1[CH2:11][C:12]1[C:13]([C:34]([NH:36][CH2:37][C:38](=O)[C:39]2[CH:44]=[CH:43][CH:42]=[CH:41][CH:40]=2)=[O:35])=[N:14][N:15](COC)[C:16]=1[N:17]1[CH2:22][CH2:21][CH2:20][C@@H:19]([NH:23]C(=O)OC(C)(C)C)[CH2:18]1.C(=O)([O-])O.[Na+].C(OC(OC(C)(C)C)=O)(OC(C)(C)C)=O.